Dataset: Forward reaction prediction with 1.9M reactions from USPTO patents (1976-2016). Task: Predict the product of the given reaction. Given the reactants [CH:1]1([C:7]2[CH:15]=[CH:14][C:10]([C:11]([OH:13])=[O:12])=[CH:9][C:8]=2[C:16]([F:19])([F:18])[F:17])[CH2:6][CH2:5][CH2:4][CH2:3][CH2:2]1.[CH2:20](OCC)C.[Si](C=[N+]=[N-])(C)(C)C.CC(O)=O, predict the reaction product. The product is: [CH:1]1([C:7]2[CH:15]=[CH:14][C:10]([C:11]([O:13][CH3:20])=[O:12])=[CH:9][C:8]=2[C:16]([F:17])([F:18])[F:19])[CH2:2][CH2:3][CH2:4][CH2:5][CH2:6]1.